From a dataset of Forward reaction prediction with 1.9M reactions from USPTO patents (1976-2016). Predict the product of the given reaction. (1) Given the reactants [CH2:1]([C:3]1[O:7][C:6]([C:8]2[CH:9]=[C:10]([C:16]#[N:17])[C:11](=O)[NH:12][C:13]=2[CH3:14])=[N:5][CH:4]=1)[CH3:2].C(Cl)(=O)C([Cl:21])=O.CN(C=O)C, predict the reaction product. The product is: [Cl:21][C:11]1[N:12]=[C:13]([CH3:14])[C:8]([C:6]2[O:7][C:3]([CH2:1][CH3:2])=[CH:4][N:5]=2)=[CH:9][C:10]=1[C:16]#[N:17]. (2) Given the reactants Br[CH2:2][C:3]1[CH:8]=[C:7]([O:9][CH3:10])[CH:6]=[C:5]([F:11])[CH:4]=1.[B:12]1([B:12]2[O:16][C:15]([CH3:18])([CH3:17])[C:14]([CH3:20])([CH3:19])[O:13]2)[O:16][C:15]([CH3:18])([CH3:17])[C:14]([CH3:20])([CH3:19])[O:13]1.F[B-](F)(F)F.C([PH+](C(C)(C)C)C)(C)(C)C.[O-]P([O-])([O-])=O.[K+].[K+].[K+].[Cl-].[NH4+], predict the reaction product. The product is: [F:11][C:5]1[CH:4]=[C:3]([CH:8]=[C:7]([O:9][CH3:10])[CH:6]=1)[CH2:2][B:12]1[O:16][C:15]([CH3:18])([CH3:17])[C:14]([CH3:20])([CH3:19])[O:13]1.